From a dataset of Reaction yield outcomes from USPTO patents with 853,638 reactions. Predict the reaction yield, written as a fraction of the theoretical maximum amount of product (1.0 means a 100% yield; for example, 0.34 means a 34% yield). (1) The reactants are [F:1][C:2]1[CH:7]=[CH:6][C:5]([C:8]2[CH:16]=[CH:15][CH:14]=[C:13]3[C:9]=2[CH:10]=[CH:11][NH:12]3)=[CH:4][CH:3]=1.[Br-].[Br-].[Br-].[NH+]1C=CC=CC=1.[NH+]1C=CC=CC=1.[NH+]1C=CC=CC=1.C(O)(=[O:40])C. The yield is 0.980. The catalyst is CC(O)(C)C.C(O)C.C(O)(=O)C.[Zn]. The product is [F:1][C:2]1[CH:3]=[CH:4][C:5]([C:8]2[CH:16]=[CH:15][CH:14]=[C:13]3[C:9]=2[CH2:10][C:11](=[O:40])[NH:12]3)=[CH:6][CH:7]=1. (2) The reactants are [NH2:1][C:2]1[C:10](C)=[C:9](OC)[CH:8]=[CH:7][C:3]=1[C:4]([NH2:6])=[O:5].[C:14](N)(=O)[C:15]1[CH:20]=[CH:19][CH:18]=[CH:17][CH:16]=1.[C:23](Cl)(=[O:30])C1C=CC=CC=1. No catalyst specified. The product is [CH3:23][O:30][C:10]1[CH:9]=[CH:8][CH:7]=[C:3]2[C:2]=1[N:1]=[C:14]([C:15]1[CH:20]=[CH:19][CH:18]=[CH:17][CH:16]=1)[N:6]=[C:4]2[OH:5]. The yield is 0.800.